The task is: Predict the reaction yield, written as a fraction of the theoretical maximum amount of product (1.0 means a 100% yield; for example, 0.34 means a 34% yield).. This data is from Reaction yield outcomes from USPTO patents with 853,638 reactions. (1) The reactants are [C:1]([C:5]1[CH:10]=[C:9]([F:11])[CH:8]=[CH:7][C:6]=1[OH:12])([CH3:4])([CH3:3])[CH3:2].CCN(CC)CC.Cl[C:21]([O:23][CH3:24])=[O:22]. The catalyst is O1CCOCC1. The product is [C:21](=[O:22])([O:23][CH3:24])[O:12][C:6]1[CH:7]=[CH:8][C:9]([F:11])=[CH:10][C:5]=1[C:1]([CH3:4])([CH3:2])[CH3:3]. The yield is 0.590. (2) The reactants are [CH3:1][C:2]([C:12]1[CH:16]=[C:15]([NH:17][C:18](=[O:31])[C:19]([CH3:30])([S:21]([CH:24]2[CH2:29][CH2:28][O:27][CH2:26][CH2:25]2)(=[O:23])=[O:22])[CH3:20])[O:14][N:13]=1)([CH3:11])[CH2:3][O:4]C1CCCCO1.C1(C)C=CC(S([O-])(=O)=O)=CC=1.[NH+]1C=CC=CC=1. The catalyst is C(O)C. The product is [OH:4][CH2:3][C:2]([C:12]1[CH:16]=[C:15]([NH:17][C:18](=[O:31])[C:19]([CH3:30])([S:21]([CH:24]2[CH2:25][CH2:26][O:27][CH2:28][CH2:29]2)(=[O:23])=[O:22])[CH3:20])[O:14][N:13]=1)([CH3:11])[CH3:1]. The yield is 0.810. (3) The product is [C:23]([C@H:19]1[CH:20]=[CH:21][CH2:22][N:18]1[C:16](=[O:17])[CH2:15][CH2:14][CH2:13][CH2:12][C:11]([N:7]1[CH2:8][CH:9]=[CH:10][C@@H:6]1[C:4]([OH:5])=[O:3])=[O:28])([OH:25])=[O:24]. No catalyst specified. The reactants are C([O:3][C:4]([C@H:6]1[CH:10]=[CH:9][CH2:8][N:7]1[C:11](=[O:28])[CH2:12][CH2:13][CH2:14][CH2:15][C:16]([N:18]1[CH2:22][CH:21]=[CH:20][C@@H:19]1[C:23]([O:25]CC)=[O:24])=[O:17])=[O:5])C.Cl. The yield is 0.970. (4) The reactants are [CH2:1]([O:3][C:4]([C:6]1([NH:11][C:12]([CH:14]2[CH2:18][CH:17]([O:19][C:20]3[CH:25]=[C:24]([O:26][CH3:27])[N:23]=[C:22]([O:28][CH3:29])[N:21]=3)[CH2:16][CH:15]2[C:30](=[O:39])[N:31]([CH2:33][CH2:34][CH2:35][CH2:36][CH:37]=C)[CH3:32])=[O:13])[CH2:8][CH:7]1[CH:9]=C)=[O:5])[CH3:2]. The catalyst is CC1C=C(C)C(N2C(=[Ru](Cl)(Cl)=CC3C=CC=CC=3OC(C)C)N(C3C(C)=CC(C)=CC=3C)CC2)=C(C)C=1.ClCCCl. The product is [CH2:1]([O:3][C:4]([C:6]12[CH2:8][CH:7]1[CH:9]=[CH:37][CH2:36][CH2:35][CH2:34][CH2:33][N:31]([CH3:32])[C:30](=[O:39])[CH:15]1[CH:14]([CH2:18][CH:17]([O:19][C:20]3[CH:25]=[C:24]([O:26][CH3:27])[N:23]=[C:22]([O:28][CH3:29])[N:21]=3)[CH2:16]1)[C:12](=[O:13])[NH:11]2)=[O:5])[CH3:2]. The yield is 0.490. (5) The reactants are [CH3:1][C@@H:2]1[N:8]([C:9]2[CH:14]=[CH:13][CH:12]=[CH:11][C:10]=2[CH3:15])[CH2:7][C:6]2[CH:16]=[CH:17][C:18]([C:20]([O:22]C)=O)=[CH:19][C:5]=2[O:4][CH2:3]1.[NH2:24][OH:25].[OH-].[Na+]. The catalyst is C1COCC1.CO. The product is [OH:25][NH:24][C:20]([C:18]1[CH:17]=[CH:16][C:6]2[CH2:7][N:8]([C:9]3[CH:14]=[CH:13][CH:12]=[CH:11][C:10]=3[CH3:15])[C@@H:2]([CH3:1])[CH2:3][O:4][C:5]=2[CH:19]=1)=[O:22]. The yield is 0.240. (6) The reactants are [CH3:1][O:2][C:3]1[CH:4]=[N:5][CH:6]=[C:7]([CH:9]=O)[CH:8]=1.C([O:13][C:14](=O)[CH2:15][C:16]#[N:17])C.C(O)(=O)C.[CH:23]([NH2:25])=[NH:24].C(=O)([O-])[O-].[K+].[K+]. The catalyst is C(O)C. The product is [OH:13][C:14]1[C:15]([C:16]#[N:17])=[C:9]([C:7]2[CH:6]=[N:5][CH:4]=[C:3]([O:2][CH3:1])[CH:8]=2)[N:25]=[CH:23][N:24]=1. The yield is 0.250. (7) The reactants are [CH3:1][O:2][C:3]([C:5]1[CH:10]=[N:9][C:8](Cl)=[CH:7][N:6]=1)=[O:4].[NH:12]1[CH2:17][CH2:16][O:15][CH2:14][CH2:13]1.CCN(CC)CC.[Na+].[Cl-]. The catalyst is O1CCOCC1.O. The product is [CH3:1][O:2][C:3]([C:5]1[CH:10]=[N:9][C:8]([N:12]2[CH2:17][CH2:16][O:15][CH2:14][CH2:13]2)=[CH:7][N:6]=1)=[O:4]. The yield is 0.890. (8) The reactants are [O:1]=[C:2]1[C:7]([CH2:8][C:9]2[CH:14]=[CH:13][C:12]([C:15]3[C:16]([C:21]#[N:22])=[CH:17][CH:18]=[CH:19][CH:20]=3)=[CH:11][CH:10]=2)=[C:6]([CH2:23][CH2:24][CH3:25])[N:5]2[N:26]=[CH:27][N:28]=[C:4]2[N:3]1[C@H:29]1[CH2:34][CH2:33][C@H:32]([NH:35][CH:36]2[CH2:41][CH2:40][O:39][CH2:38][CH2:37]2)[CH2:31][CH2:30]1.S([O-])([O-])(=O)=O.[Na+].[Na+].C=O.[C:51](O[BH-](OC(=O)C)OC(=O)C)(=O)C.[Na+].[OH-].[Na+]. The catalyst is O1CCCC1. The product is [CH3:51][N:35]([CH:36]1[CH2:41][CH2:40][O:39][CH2:38][CH2:37]1)[C@H:32]1[CH2:33][CH2:34][C@H:29]([N:3]2[C:2](=[O:1])[C:7]([CH2:8][C:9]3[CH:10]=[CH:11][C:12]([C:15]4[C:16]([C:21]#[N:22])=[CH:17][CH:18]=[CH:19][CH:20]=4)=[CH:13][CH:14]=3)=[C:6]([CH2:23][CH2:24][CH3:25])[N:5]3[N:26]=[CH:27][N:28]=[C:4]23)[CH2:30][CH2:31]1. The yield is 0.390. (9) The reactants are [C:1]([C:3]1([C:8](OC)=[O:9])[CH2:7][CH2:6][CH2:5][CH2:4]1)#[N:2].[BH4-].[Li+]. The catalyst is C1COCC1. The product is [OH:9][CH2:8][C:3]1([C:1]#[N:2])[CH2:7][CH2:6][CH2:5][CH2:4]1. The yield is 0.950.